This data is from Full USPTO retrosynthesis dataset with 1.9M reactions from patents (1976-2016). The task is: Predict the reactants needed to synthesize the given product. (1) Given the product [ClH:1].[NH2:45][CH2:44][C@H:41]1[CH2:42][CH2:43][C@H:38]([C:36]([NH:35][C@@H:21]([CH2:20][C:17]2[CH:16]=[CH:15][C:14]([C:11]3[CH:12]=[CH:13][C:8]([S:5](=[O:6])(=[O:7])[N:4]([CH2:54][CH3:55])[CH2:2][CH3:3])=[CH:9][C:10]=3[CH3:53])=[CH:19][CH:18]=2)[C:22](=[O:34])[NH:23][C:24]2[CH:32]=[C:31]3[C:27]([C:28](=[O:33])[NH:29][NH:30]3)=[CH:26][CH:25]=2)=[O:37])[CH2:39][CH2:40]1, predict the reactants needed to synthesize it. The reactants are: [ClH:1].[CH2:2]([N:4]([CH2:54][CH3:55])[S:5]([C:8]1[CH:13]=[CH:12][C:11]([C:14]2[CH:19]=[CH:18][C:17]([CH2:20][C@H:21]([NH:35][C:36]([C@H:38]3[CH2:43][CH2:42][C@H:41]([CH2:44][NH:45]C(=O)OC(C)(C)C)[CH2:40][CH2:39]3)=[O:37])[C:22](=[O:34])[NH:23][C:24]3[CH:32]=[C:31]4[C:27]([C:28](=[O:33])[NH:29][NH:30]4)=[CH:26][CH:25]=3)=[CH:16][CH:15]=2)=[C:10]([CH3:53])[CH:9]=1)(=[O:7])=[O:6])[CH3:3]. (2) Given the product [Cl:1][C:2]1[CH:3]=[C:4]2[C:10]([C:11]3[N:16]=[C:15]([NH:17][C@H:18]4[CH2:19][CH2:20][CH2:21][C@@H:61]([N:62]5[CH2:63][CH2:30][N:33]([CH3:34])[C:64]5=[O:65])[CH2:23]4)[C:14]([F:29])=[CH:13][N:12]=3)=[CH:9][NH:8][C:5]2=[N:6][CH:7]=1, predict the reactants needed to synthesize it. The reactants are: [Cl:1][C:2]1[CH:3]=[C:4]2[C:10]([C:11]3[N:16]=[C:15]([NH:17][C@H:18]4[CH2:23]C[CH2:21][C@@H:20](NCCNC)[CH2:19]4)[C:14]([F:29])=[CH:13][N:12]=3)=[CH:9][NH:8][C:5]2=[N:6][CH:7]=1.[CH:30]([N:33](C(C)C)[CH2:34]C)(C)C.[N+](C1C=CC(OC(=O)OC2C=CC([N+]([O-])=O)=CC=2)=CC=1)([O-])=O.[CH3:61][N:62]([CH:64]=[O:65])[CH3:63]. (3) Given the product [F:1][C:2]([F:13])([F:12])[C:3]1[CH:8]=[CH:7][C:6]([C:15]2[CH:16]=[CH:17][C:18]3[O:22][C:21]([N:23]4[CH:29]5[CH2:28][CH2:27][N:26]([CH2:31][CH2:30]5)[CH2:25][CH2:24]4)=[N:20][C:19]=3[CH:32]=2)=[CH:5][CH:4]=1, predict the reactants needed to synthesize it. The reactants are: [F:1][C:2]([F:13])([F:12])[C:3]1[CH:8]=[CH:7][C:6](B(O)O)=[CH:5][CH:4]=1.Br[C:15]1[CH:16]=[CH:17][C:18]2[O:22][C:21]([N:23]3[CH:29]4[CH2:30][CH2:31][N:26]([CH2:27][CH2:28]4)[CH2:25][CH2:24]3)=[N:20][C:19]=2[CH:32]=1. (4) Given the product [CH3:1][C:2]1[CH:15]=[C:14]([C:16]2([C:30]([F:33])([F:31])[F:32])[O:20][N:19]=[C:18]([C:21]3[CH:26]=[CH:25][C:24]([S:27]([CH3:29])=[O:28])=[CH:23][CH:22]=3)[CH2:17]2)[CH:13]=[CH:12][C:3]=1[NH2:4], predict the reactants needed to synthesize it. The reactants are: [CH3:1][C:2]1[CH:15]=[C:14]([C:16]2([C:30]([F:33])([F:32])[F:31])[O:20][N:19]=[C:18]([C:21]3[CH:26]=[CH:25][C:24]([S:27]([CH3:29])=[O:28])=[CH:23][CH:22]=3)[CH2:17]2)[CH:13]=[CH:12][C:3]=1[NH:4]C(=O)OC(C)(C)C.FC(F)(F)C(O)=O. (5) Given the product [F:1][C:2]1[CH:9]=[C:8]([C:10]2[CH:15]=[CH:14][C:13]([CH2:16][CH2:17][CH3:18])=[CH:12][CH:11]=2)[CH:7]=[C:6]([F:19])[C:3]=1[CH2:4][OH:5], predict the reactants needed to synthesize it. The reactants are: [F:1][C:2]1[CH:9]=[C:8]([C:10]2[CH:15]=[CH:14][C:13]([CH2:16][CH2:17][CH3:18])=[CH:12][CH:11]=2)[CH:7]=[C:6]([F:19])[C:3]=1[CH:4]=[O:5].O.[BH4-].[Na+].Cl.